From a dataset of NCI-60 drug combinations with 297,098 pairs across 59 cell lines. Regression. Given two drug SMILES strings and cell line genomic features, predict the synergy score measuring deviation from expected non-interaction effect. Drug 1: CC1=C2C(C(=O)C3(C(CC4C(C3C(C(C2(C)C)(CC1OC(=O)C(C(C5=CC=CC=C5)NC(=O)C6=CC=CC=C6)O)O)OC(=O)C7=CC=CC=C7)(CO4)OC(=O)C)O)C)OC(=O)C. Drug 2: CC(C)(C#N)C1=CC(=CC(=C1)CN2C=NC=N2)C(C)(C)C#N. Cell line: A549. Synergy scores: CSS=-0.853, Synergy_ZIP=0.433, Synergy_Bliss=-0.987, Synergy_Loewe=-1.52, Synergy_HSA=-2.00.